From a dataset of Reaction yield outcomes from USPTO patents with 853,638 reactions. Predict the reaction yield, written as a fraction of the theoretical maximum amount of product (1.0 means a 100% yield; for example, 0.34 means a 34% yield). (1) The reactants are [Cl:1][C:2]1[CH:7]=[C:6]([C:8]2[CH:13]=[C:12](Cl)[CH:11]=[CH:10][C:9]=2[O:15][CH3:16])[N:5]=[C:4]([NH2:17])[N:3]=1.ClC1C=C(Cl)N=C(N)N=1.[Br:27]C1C=CC(OC)=C(B(O)O)C=1. No catalyst specified. The product is [Cl:1][C:2]1[CH:7]=[C:6]([C:8]2[CH:13]=[C:12]([Br:27])[CH:11]=[CH:10][C:9]=2[O:15][CH3:16])[N:5]=[C:4]([NH2:17])[N:3]=1. The yield is 0.530. (2) The reactants are [OH:1][CH:2]1[CH2:5][N:4]([C:6]([O:8][CH2:9][C:10]2[CH:15]=[CH:14][CH:13]=[CH:12][CH:11]=2)=[O:7])[CH2:3]1.CC(OI1(OC(C)=O)(OC(C)=O)OC(=O)C2C=CC=CC1=2)=O. The catalyst is ClCCl. The product is [O:1]=[C:2]1[CH2:5][N:4]([C:6]([O:8][CH2:9][C:10]2[CH:15]=[CH:14][CH:13]=[CH:12][CH:11]=2)=[O:7])[CH2:3]1. The yield is 0.990. (3) The reactants are [CH3:1][Si](Cl)(C)C.[NH2:6][C:7]1[C:15]([N+:16]([O-:18])=[O:17])=[CH:14][C:10]([C:11]([OH:13])=[O:12])=[C:9]([F:19])[C:8]=1[F:20]. The catalyst is CO. The product is [NH2:6][C:7]1[C:15]([N+:16]([O-:18])=[O:17])=[CH:14][C:10]([C:11]([O:13][CH3:1])=[O:12])=[C:9]([F:19])[C:8]=1[F:20]. The yield is 0.920. (4) The catalyst is C(O)C. The reactants are C([NH:4][C:5]1[CH:10]=[CH:9][CH:8]=[CH:7][C:6]=1[C:11]1[NH:12][C:13](=[O:29])[N:14]([CH:16]2[CH2:21][CH2:20][N:19]([CH2:22][C:23]3[CH:28]=[CH:27][CH:26]=[CH:25][CH:24]=3)[CH2:18][CH2:17]2)[CH:15]=1)(=O)C.[OH-].[Na+]. The product is [NH2:4][C:5]1[CH:10]=[CH:9][CH:8]=[CH:7][C:6]=1[C:11]1[NH:12][C:13](=[O:29])[N:14]([CH:16]2[CH2:21][CH2:20][N:19]([CH2:22][C:23]3[CH:28]=[CH:27][CH:26]=[CH:25][CH:24]=3)[CH2:18][CH2:17]2)[CH:15]=1. The yield is 1.00.